This data is from Forward reaction prediction with 1.9M reactions from USPTO patents (1976-2016). The task is: Predict the product of the given reaction. (1) Given the reactants [CH2:1]([C:8]1[N:9]=[CH:10][NH:11][CH:12]=1)[C:2]1[CH:7]=[CH:6][CH:5]=[CH:4][CH:3]=1.[H-].[Na+].[C:15]([C@H:19]1[CH2:23]OS(=O)(=O)[O:20]1)([CH3:18])([CH3:17])[CH3:16].C(=O)(O)[O-].[Na+], predict the reaction product. The product is: [CH2:1]([C:8]1[N:9]=[CH:10][N:11]([CH2:23][C@@H:19]([OH:20])[C:15]([CH3:18])([CH3:17])[CH3:16])[CH:12]=1)[C:2]1[CH:3]=[CH:4][CH:5]=[CH:6][CH:7]=1. (2) Given the reactants [CH3:1][O:2][C:3]1[CH:4]=[C:5]([OH:11])[CH:6]=[CH:7][C:8]=1[O:9][CH3:10].Cl[CH2:13][C:14]#[N:15].C([O-])([O-])=O.[K+].[K+].CCOC(C)=O.CCCCCC, predict the reaction product. The product is: [CH3:1][O:2][C:3]1[CH:4]=[C:5]([CH:6]=[CH:7][C:8]=1[O:9][CH3:10])[O:11][CH2:13][C:14]#[N:15]. (3) Given the reactants [C:1](=[O:13])([O:3][C:4]1[CH:9]=[CH:8][C:7]([N+:10]([O-:12])=[O:11])=[CH:6][CH:5]=1)[NH2:2].[F:14][C:15]1[CH:28]=[C:27]([N+:29]([O-:31])=[O:30])[CH:26]=[CH:25][C:16]=1[O:17][C:18]1[CH:23]=[CH:22][N:21]=[C:20](N)[CH:19]=1.CCN(C(C)C)C(C)C, predict the reaction product. The product is: [F:14][C:15]1[CH:28]=[C:27]([N+:29]([O-:31])=[O:30])[CH:26]=[CH:25][C:16]=1[O:17][C:18]1[CH:19]=[CH:20][N:21]=[C:22]([NH:2][C:1](=[O:13])[O:3][C:4]2[CH:5]=[CH:6][C:7]([N+:10]([O-:12])=[O:11])=[CH:8][CH:9]=2)[CH:23]=1. (4) Given the reactants C1([C:7]2[CH:8]=[CH:9][C:10]3[NH:11][C:12]4[C:17]([C:18]=3[CH:19]=2)=[CH:16][CH:15]=[CH:14][CH:13]=4)C=CC=CC=1.Br[C:21]1[CH:25]=[CH:24][S:23][C:22]=1[C:26]([O:28][CH3:29])=[O:27].C(=O)([O-])[O-].[K+].[K+].C1OCCOCCOCCOCCOCCOC1, predict the reaction product. The product is: [CH:13]1[C:12]2[N:11]([C:21]3[CH:25]=[CH:24][S:23][C:22]=3[C:26]([O:28][CH3:29])=[O:27])[C:10]3[C:18](=[CH:19][CH:7]=[CH:8][CH:9]=3)[C:17]=2[CH:16]=[CH:15][CH:14]=1. (5) The product is: [C:16]([O:19][C:20]([NH:1][C@H:2]1[CH2:7][CH2:6][C:5]([F:9])([F:8])[CH2:4][C@H:3]1[C:10]([O:12][CH2:13][CH3:14])=[O:11])=[O:21])([CH3:18])([CH3:17])[CH3:15]. Given the reactants [NH2:1][C@H:2]1[CH2:7][CH2:6][C:5]([F:9])([F:8])[CH2:4][C@H:3]1[C:10]([O:12][CH2:13][CH3:14])=[O:11].[CH3:15][C:16]([O:19][C:20](O[C:20]([O:19][C:16]([CH3:18])([CH3:17])[CH3:15])=[O:21])=[O:21])([CH3:18])[CH3:17], predict the reaction product. (6) Given the reactants [C:1]([O:9][CH2:10][C:11]1[CH:16]=[C:15]([CH2:17][N:18](C(OC(C)(C)C)=O)[C:19]2[CH:20]=[C:21]([C:26]3[CH:31]=[CH:30][C:29]([C:32](=[O:35])[CH2:33][CH3:34])=[CH:28][C:27]=3[CH3:36])[C:22]([CH3:25])=[CH:23][CH:24]=2)[CH:14]=[CH:13][C:12]=1[CH2:44][O:45][C:46](=[O:53])[C:47]1[CH:52]=[CH:51][CH:50]=[CH:49][CH:48]=1)(=[O:8])[C:2]1[CH:7]=[CH:6][CH:5]=[CH:4][CH:3]=1.FC(F)(F)C(O)=O, predict the reaction product. The product is: [C:1]([O:9][CH2:10][C:11]1[CH:16]=[C:15]([CH2:17][NH:18][C:19]2[CH:20]=[C:21]([C:26]3[CH:31]=[CH:30][C:29]([C:32](=[O:35])[CH2:33][CH3:34])=[CH:28][C:27]=3[CH3:36])[C:22]([CH3:25])=[CH:23][CH:24]=2)[CH:14]=[CH:13][C:12]=1[CH2:44][O:45][C:46](=[O:53])[C:47]1[CH:52]=[CH:51][CH:50]=[CH:49][CH:48]=1)(=[O:8])[C:2]1[CH:3]=[CH:4][CH:5]=[CH:6][CH:7]=1.